From a dataset of Forward reaction prediction with 1.9M reactions from USPTO patents (1976-2016). Predict the product of the given reaction. (1) Given the reactants [CH3:1][O:2][C:3](=[O:20])[C:4]1[CH:9]=[CH:8][C:7]([CH2:10][NH:11][C:12]2[CH:17]=[CH:16][C:15]([CH3:18])=[CH:14][C:13]=2[NH2:19])=[CH:6][CH:5]=1.[CH:21](O)=O, predict the reaction product. The product is: [CH3:1][O:2][C:3](=[O:20])[C:4]1[CH:5]=[CH:6][C:7]([CH2:10][N:11]2[C:12]3[CH:17]=[CH:16][C:15]([CH3:18])=[CH:14][C:13]=3[N:19]=[CH:21]2)=[CH:8][CH:9]=1. (2) Given the reactants [F:1][C:2]1[CH:7]=[C:6]([F:8])[CH:5]=[CH:4][C:3]=1I.C[Si]([C:14]#[CH:15])(C)C.[F-].C([N+](CCCC)(CCCC)CCCC)CCC.[Cl:34][C:35]1[CH:36]=[C:37](I)[C:38]([OH:45])=[C:39]([CH:44]=1)[C:40]([O:42][CH3:43])=[O:41], predict the reaction product. The product is: [Cl:34][C:35]1[CH:44]=[C:39]([C:40]([O:42][CH3:43])=[O:41])[C:38]2[O:45][C:15]([C:3]3[CH:4]=[CH:5][C:6]([F:8])=[CH:7][C:2]=3[F:1])=[CH:14][C:37]=2[CH:36]=1. (3) Given the reactants C[O:2][C:3](=[O:16])[C:4]1[CH:9]=[CH:8][C:7]([C:10]2[O:14][N:13]=[C:12]([CH3:15])[N:11]=2)=[N:6][CH:5]=1.[OH-].[K+].Cl, predict the reaction product. The product is: [CH3:15][C:12]1[N:11]=[C:10]([C:7]2[CH:8]=[CH:9][C:4]([C:3]([OH:16])=[O:2])=[CH:5][N:6]=2)[O:14][N:13]=1. (4) Given the reactants Cl[C:2]1[N:7]=[C:6]([C:8]2[S:12][C:11]([C:13]([CH3:16])([CH3:15])[CH3:14])=[N:10][C:9]=2[C:17]2[C:18]([F:35])=[C:19]([NH:23][S:24]([C:27]3[CH:32]=[C:31]([F:33])[CH:30]=[CH:29][C:28]=3[F:34])(=[O:26])=[O:25])[CH:20]=[CH:21][CH:22]=2)[CH:5]=[CH:4][N:3]=1.[CH3:36][C:37]([OH:41])([CH:39]=[CH2:40])[CH3:38], predict the reaction product. The product is: [CH3:14][C:13]([C:11]1[S:12][C:8]([C:6]2[CH:5]=[CH:4][N:3]=[C:2]([CH2:40][CH2:39][C:37]([OH:41])([CH3:38])[CH3:36])[N:7]=2)=[C:9]([C:17]2[C:18]([F:35])=[C:19]([NH:23][S:24]([C:27]3[CH:32]=[C:31]([F:33])[CH:30]=[CH:29][C:28]=3[F:34])(=[O:26])=[O:25])[CH:20]=[CH:21][CH:22]=2)[N:10]=1)([CH3:16])[CH3:15]. (5) Given the reactants [CH:1]1[C:13]2[NH:12][C:11]3[C:6](=[CH:7][CH:8]=[CH:9][CH:10]=3)[C:5]=2[CH:4]=[CH:3][CH:2]=1.I[CH2:15][CH3:16], predict the reaction product. The product is: [CH2:15]([N:12]1[C:11]2[CH:10]=[CH:9][CH:8]=[CH:7][C:6]=2[C:5]2[C:13]1=[CH:1][CH:2]=[CH:3][CH:4]=2)[CH3:16].